From a dataset of Reaction yield outcomes from USPTO patents with 853,638 reactions. Predict the reaction yield, written as a fraction of the theoretical maximum amount of product (1.0 means a 100% yield; for example, 0.34 means a 34% yield). (1) The reactants are Br[C:2]1[CH:3]=[C:4]2[C:8]3=[C:9]([CH2:11][CH2:12][N:7]3[C@@H:6]3[CH2:13][CH2:14][N:15]([C:17]([O:19][C:20]([CH3:23])([CH3:22])[CH3:21])=[O:18])[CH2:16][C@H:5]23)[CH:10]=1.[Cl:24][C:25]1[CH:30]=[C:29]([Cl:31])[CH:28]=[CH:27][C:26]=1B(O)O.N. No catalyst specified. The product is [Cl:24][C:25]1[CH:30]=[C:29]([Cl:31])[CH:28]=[CH:27][C:26]=1[C:2]1[CH:3]=[C:4]2[C:8]3=[C:9]([CH2:11][CH2:12][N:7]3[C@@H:6]3[CH2:13][CH2:14][N:15]([C:17]([O:19][C:20]([CH3:23])([CH3:22])[CH3:21])=[O:18])[CH2:16][C@H:5]23)[CH:10]=1. The yield is 0.500. (2) The reactants are [Br:1][C:2]1[C:10]([O:11][CH3:12])=[CH:9][C:5]([C:6]([OH:8])=[O:7])=[C:4]([Cl:13])[CH:3]=1.[CH3:14][Si](C=[N+]=[N-])(C)C. The catalyst is CO.CCOC(C)=O. The product is [Br:1][C:2]1[C:10]([O:11][CH3:12])=[CH:9][C:5]([C:6]([O:8][CH3:14])=[O:7])=[C:4]([Cl:13])[CH:3]=1. The yield is 1.00. (3) The reactants are [NH2:1][C:2]1[N:11]=[CH:10][C:9]2[C:8](SC)=[N:7][CH:6]=[N:5][C:4]=2[CH:3]=1.[Cl:14][C:15]1[CH:16]=[C:17]([CH:19]=[CH:20][C:21]=1[Cl:22])[NH2:18]. No catalyst specified. The product is [NH2:1][C:2]1[N:11]=[CH:10][C:9]2[C:8]([NH:18][C:17]3[CH:19]=[CH:20][C:21]([Cl:22])=[C:15]([Cl:14])[CH:16]=3)=[N:7][CH:6]=[N:5][C:4]=2[CH:3]=1. The yield is 0.640. (4) The reactants are [N+]([O-])(O)=O.[F:5][C:6]1[CH:7]=[C:8]([CH:12]=[CH:13][C:14]=1[OH:15])[C:9]([OH:11])=[O:10].[C:16](Cl)(=[O:18])[CH3:17]. The catalyst is C(Cl)(Cl)(Cl)Cl.N1C=CC=CC=1.ClCCl. The product is [F:5][C:6]1[CH:7]=[C:8]([CH:12]=[CH:13][C:14]=1[O:15][C:16](=[O:18])[CH3:17])[C:9]([OH:11])=[O:10]. The yield is 0.830. (5) The reactants are [Cl:1][C:2]1[CH:8]=[CH:7][C:6]([O:9][CH3:10])=[CH:5][C:3]=1[NH2:4].Cl.[C:12]1(Cl)[C:18](=O)C(Cl)=C(Cl)[C:14](=O)[C:13]=1Cl.C(=O)/C=C/C. The catalyst is C(O)CCC.O1CCCC1. The product is [ClH:1].[Cl:1][C:2]1[CH:8]=[CH:7][C:6]([O:9][CH3:10])=[C:5]2[C:3]=1[N:4]=[C:13]([CH3:14])[CH:12]=[CH:18]2. The yield is 0.740.